This data is from Reaction yield outcomes from USPTO patents with 853,638 reactions. The task is: Predict the reaction yield, written as a fraction of the theoretical maximum amount of product (1.0 means a 100% yield; for example, 0.34 means a 34% yield). (1) The reactants are [Cl:1][C:2](Cl)=[CH:3][C:4](=[O:14])[CH2:5][C:6]([N:8]1[CH2:13][CH2:12][O:11][CH2:10][CH2:9]1)=[O:7].Cl(O)(=O)(=O)=O.[OH-].[Na+]. The catalyst is O1CCOCC1. The product is [Cl:1][C:2]1[O:7][C:6]([N:8]2[CH2:13][CH2:12][O:11][CH2:10][CH2:9]2)=[CH:5][C:4](=[O:14])[CH:3]=1. The yield is 0.750. (2) The reactants are [CH2:1]([N:8]1[C:13](=[O:14])[C:12]([C:15]#[N:16])=[C:11](Cl)[C:10]2[C:18]([CH3:21])=[CH:19][S:20][C:9]1=2)[C:2]1[CH:7]=[CH:6][CH:5]=[CH:4][CH:3]=1.C(N1C(=O)C(C#N)=C([N:38]2[CH2:43][CH2:42][N:41]([C:44]([C:46]3[S:47][CH:48]=[CH:49][CH:50]=3)=[O:45])[CH2:40][CH2:39]2)C2C=CSC1=2)C1C=CC=CC=1. No catalyst specified. The product is [CH2:1]([N:8]1[C:13](=[O:14])[C:12]([C:15]#[N:16])=[C:11]([N:38]2[CH2:43][CH2:42][N:41]([C:44]([C:46]3[S:47][CH:48]=[CH:49][CH:50]=3)=[O:45])[CH2:40][CH2:39]2)[C:10]2[C:18]([CH3:21])=[CH:19][S:20][C:9]1=2)[C:2]1[CH:7]=[CH:6][CH:5]=[CH:4][CH:3]=1. The yield is 0.250. (3) The reactants are [Li]CCCC.C(NC(C)C)(C)C.[CH3:13][O:14][C:15]1[CH:54]=[CH:53][C:18]([CH2:19][O:20][CH2:21][C@H:22]([CH3:52])[C@H:23]([O:44][Si:45]([C:48]([CH3:51])([CH3:50])[CH3:49])([CH3:47])[CH3:46])[C@@H:24]([CH3:43])[CH2:25][C@@H:26]([CH3:42])[C:27](N2[C@H](CC3C=CC=CC=3)COC2=O)=[O:28])=[CH:17][CH:16]=1. The catalyst is C1COCC1. The product is [CH3:13][O:14][C:15]1[CH:16]=[CH:17][C:18]([CH2:19][O:20][CH2:21][C@H:22]([CH3:52])[C@H:23]([O:44][Si:45]([C:48]([CH3:51])([CH3:50])[CH3:49])([CH3:47])[CH3:46])[C@@H:24]([CH3:43])[CH2:25][C@@H:26]([CH3:42])[CH2:27][OH:28])=[CH:53][CH:54]=1. The yield is 0.960. (4) The reactants are [Br:1][C:2]1[CH:11]=[CH:10][C:5]([C:6]([NH:8][OH:9])=[NH:7])=[CH:4][CH:3]=1.[C:12](OC(=O)C)(=O)[CH3:13]. The product is [Br:1][C:2]1[CH:11]=[CH:10][C:5]([C:6]2[N:7]=[C:12]([CH3:13])[O:9][N:8]=2)=[CH:4][CH:3]=1. The catalyst is ClCCCl. The yield is 0.410. (5) The reactants are Br.Br.[CH2:3]([N:10]1[CH2:15][C@H:14]2[CH2:16][C@@H:11]1[CH2:12][NH:13]2)[C:4]1[CH:9]=[CH:8][CH:7]=[CH:6][CH:5]=1.C([O-])([O-])=O.[K+].[K+].[C:23](O[C:23]([O:25][C:26]([CH3:29])([CH3:28])[CH3:27])=[O:24])([O:25][C:26]([CH3:29])([CH3:28])[CH3:27])=[O:24]. The catalyst is CN(C=O)C. The product is [CH2:3]([N:10]1[CH2:15][C@H:14]2[CH2:16][C@@H:11]1[CH2:12][N:13]2[C:23]([O:25][C:26]([CH3:29])([CH3:28])[CH3:27])=[O:24])[C:4]1[CH:5]=[CH:6][CH:7]=[CH:8][CH:9]=1. The yield is 0.940. (6) The reactants are C[O-].[Na+].[CH3:4][O:5][C:6]1[CH:14]=[CH:13][CH:12]=[CH:11][C:7]=1[CH2:8][C:9]#[N:10].[C:15]1(=O)[CH2:20][CH2:19][CH2:18][CH2:17][CH2:16]1.C(O)=O. The catalyst is C(O)C. The product is [C:15]1(=[C:8]([C:7]2[CH:11]=[CH:12][CH:13]=[CH:14][C:6]=2[O:5][CH3:4])[C:9]#[N:10])[CH2:20][CH2:19][CH2:18][CH2:17][CH2:16]1. The yield is 0.370. (7) The reactants are Br[C:2]1[CH:7]=[CH:6][C:5]([O:8][C:9]([F:12])([F:11])[F:10])=[CH:4][CH:3]=1.[CH3:13][O:14][C:15]1[CH:20]=[CH:19][C:18]([N:21]2[CH2:26][CH2:25][N:24]([C:27]3[C:28]([CH3:41])=[C:29]([CH3:40])[C:30]4[O:34][C:33]([CH3:36])([CH3:35])[C:32](=[O:37])[C:31]=4[C:38]=3[CH3:39])[CH2:23][CH2:22]2)=[CH:17][CH:16]=1. The catalyst is CCCCCC. The product is [F:10][C:9]([F:12])([F:11])[O:8][C:5]1[CH:6]=[CH:7][C:2]([C:32]2([OH:37])[C:31]3[C:38]([CH3:39])=[C:27]([N:24]4[CH2:25][CH2:26][N:21]([C:18]5[CH:19]=[CH:20][C:15]([O:14][CH3:13])=[CH:16][CH:17]=5)[CH2:22][CH2:23]4)[C:28]([CH3:41])=[C:29]([CH3:40])[C:30]=3[O:34][C:33]2([CH3:35])[CH3:36])=[CH:3][CH:4]=1. The yield is 0.820.